Task: Predict the product of the given reaction.. Dataset: Forward reaction prediction with 1.9M reactions from USPTO patents (1976-2016) (1) Given the reactants [CH3:1][N:2]1[CH:6]=[C:5]([C:7]2[CH:12]=[C:11]([CH:13]=[CH2:14])[C:10]([N+:15]([O-])=O)=[CH:9][N:8]=2)[CH:4]=[N:3]1.C([O-])=O.[NH4+].N#N, predict the reaction product. The product is: [CH2:13]([C:11]1[CH:12]=[C:7]([C:5]2[CH:4]=[N:3][N:2]([CH3:1])[CH:6]=2)[N:8]=[CH:9][C:10]=1[NH2:15])[CH3:14]. (2) Given the reactants [CH3:1][S:2]([N:5]1[CH2:10][CH2:9][CH2:8][C@H:7]([NH:11][C:12]2[C:17]([C:18]3[N:19]=[C:20]4[CH:26]=[CH:25][N:24](COCC[Si](C)(C)C)[C:21]4=[N:22][CH:23]=3)=[CH:16][N:15]=[C:14](S(C)(=O)=O)[N:13]=2)[CH2:6]1)(=[O:4])=[O:3].CS(C)(=O)=O.O1[CH2:49][CH2:48]OCC1, predict the reaction product. The product is: [CH3:1][S:2]([N:5]1[CH2:10][CH2:9][CH2:8][C@H:7]([NH:11][C:12]2[C:17]([C:18]3[N:19]=[C:20]4[CH:26]=[CH:25][NH:24][C:21]4=[N:22][CH:23]=3)=[CH:16][N:15]=[C:14]([N:19]3[CH2:20][CH2:21][N:22]([C:49]4[CH:48]=[CH:8][CH:7]=[CH:6][N:5]=4)[CH2:23][CH2:18]3)[N:13]=2)[CH2:6]1)(=[O:3])=[O:4].